The task is: Predict the product of the given reaction.. This data is from Forward reaction prediction with 1.9M reactions from USPTO patents (1976-2016). (1) Given the reactants C[O:2][C:3]([C@@H:5]1[CH2:9][C@@H:8]([S:10]([C:13]2[CH:18]=[CH:17][CH:16]=[CH:15][C:14]=2[Cl:19])(=[O:12])=[O:11])[CH2:7][N:6]1[C:20]1[N:21]([CH:26]2[CH2:29][CH2:28][CH2:27]2)[N:22]=[C:23]([CH3:25])[CH:24]=1)=[O:4].[OH-].[Li+], predict the reaction product. The product is: [Cl:19][C:14]1[CH:15]=[CH:16][CH:17]=[CH:18][C:13]=1[S:10]([C@H:8]1[CH2:7][N:6]([C:20]2[N:21]([CH:26]3[CH2:29][CH2:28][CH2:27]3)[N:22]=[C:23]([CH3:25])[CH:24]=2)[C@H:5]([C:3]([OH:4])=[O:2])[CH2:9]1)(=[O:12])=[O:11]. (2) Given the reactants Cl[C:2]1[N:7]=[C:6]2[C:8]([CH2:11][C:12]([O:14][CH3:15])=[O:13])=[CH:9][O:10][C:5]2=[CH:4][CH:3]=1.CC(C1C=C(C(C)C)C(C2C=CC=CC=2P(C2CCCCC2)C2CCCCC2)=C(C(C)C)C=1)C.[CH3:50][C:51]1[CH:55]=[C:54]([Sn](CCCC)(CCCC)CCCC)[O:53][N:52]=1.O1CCOCC1, predict the reaction product. The product is: [CH3:50][C:51]1[CH:55]=[C:54]([C:2]2[N:7]=[C:6]3[C:8]([CH2:11][C:12]([O:14][CH3:15])=[O:13])=[CH:9][O:10][C:5]3=[CH:4][CH:3]=2)[O:53][N:52]=1.